The task is: Predict the reaction yield, written as a fraction of the theoretical maximum amount of product (1.0 means a 100% yield; for example, 0.34 means a 34% yield).. This data is from Reaction yield outcomes from USPTO patents with 853,638 reactions. The reactants are C([O:3][C:4](=[O:20])/[CH:5]=[CH:6]/[C:7]1[CH:12]=[C:11]([O:13][CH2:14][CH:15]2[CH2:17][CH2:16]2)[C:10]([Cl:18])=[CH:9][C:8]=1[NH2:19])C. The catalyst is CCO.O.[OH-].[Na+]. The product is [NH2:19][C:8]1[CH:9]=[C:10]([Cl:18])[C:11]([O:13][CH2:14][CH:15]2[CH2:16][CH2:17]2)=[CH:12][C:7]=1/[CH:6]=[CH:5]/[C:4]([OH:20])=[O:3]. The yield is 0.780.